Dataset: Full USPTO retrosynthesis dataset with 1.9M reactions from patents (1976-2016). Task: Predict the reactants needed to synthesize the given product. Given the product [CH2:30]([N:8]([CH2:6][CH3:7])[C:9]1[N:29]=[C:12]2[CH:13]=[CH:14][C:15]([NH:17][C:18]([C:20]3[N:24]([CH3:25])[N:23]=[CH:22][C:21]=3[C:26]([CH:4]3[CH2:5][NH:1][CH2:2][CH2:3]3)=[O:27])=[O:19])=[CH:16][N:11]2[N:10]=1)[CH3:31], predict the reactants needed to synthesize it. The reactants are: [NH:1]1[CH2:5][CH2:4][CH2:3][CH2:2]1.[CH2:6]([N:8]([CH2:30][CH3:31])[C:9]1[N:29]=[C:12]2[CH:13]=[CH:14][C:15]([NH:17][C:18]([C:20]3[N:24]([CH3:25])[N:23]=[CH:22][C:21]=3[C:26](O)=[O:27])=[O:19])=[CH:16][N:11]2[N:10]=1)[CH3:7].